Regression. Given two drug SMILES strings and cell line genomic features, predict the synergy score measuring deviation from expected non-interaction effect. From a dataset of NCI-60 drug combinations with 297,098 pairs across 59 cell lines. (1) Drug 1: C1CC(=O)NC(=O)C1N2C(=O)C3=CC=CC=C3C2=O. Drug 2: CCC1(C2=C(COC1=O)C(=O)N3CC4=CC5=C(C=CC(=C5CN(C)C)O)N=C4C3=C2)O.Cl. Cell line: NCI-H460. Synergy scores: CSS=4.14, Synergy_ZIP=-11.8, Synergy_Bliss=-23.1, Synergy_Loewe=-51.4, Synergy_HSA=-22.6. (2) Drug 1: CC1=C(C=C(C=C1)C(=O)NC2=CC(=CC(=C2)C(F)(F)F)N3C=C(N=C3)C)NC4=NC=CC(=N4)C5=CN=CC=C5. Drug 2: C1=CC=C(C(=C1)C(C2=CC=C(C=C2)Cl)C(Cl)Cl)Cl. Cell line: SK-OV-3. Synergy scores: CSS=-3.56, Synergy_ZIP=1.39, Synergy_Bliss=-1.01, Synergy_Loewe=-5.39, Synergy_HSA=-5.73. (3) Drug 1: CC1=C(C(=CC=C1)Cl)NC(=O)C2=CN=C(S2)NC3=CC(=NC(=N3)C)N4CCN(CC4)CCO. Drug 2: C1=CC=C(C(=C1)C(C2=CC=C(C=C2)Cl)C(Cl)Cl)Cl. Cell line: NCI-H226. Synergy scores: CSS=2.61, Synergy_ZIP=0.0516, Synergy_Bliss=2.86, Synergy_Loewe=0.517, Synergy_HSA=1.63. (4) Drug 1: CC(C1=C(C=CC(=C1Cl)F)Cl)OC2=C(N=CC(=C2)C3=CN(N=C3)C4CCNCC4)N. Drug 2: CC(C)CN1C=NC2=C1C3=CC=CC=C3N=C2N. Cell line: U251. Synergy scores: CSS=-2.61, Synergy_ZIP=0.199, Synergy_Bliss=-0.600, Synergy_Loewe=-2.73, Synergy_HSA=-2.44. (5) Drug 1: C1=CC(=CC=C1CC(C(=O)O)N)N(CCCl)CCCl.Cl. Drug 2: CC1C(C(CC(O1)OC2CC(CC3=C2C(=C4C(=C3O)C(=O)C5=C(C4=O)C(=CC=C5)OC)O)(C(=O)CO)O)N)O.Cl. Cell line: OVCAR-8. Synergy scores: CSS=40.3, Synergy_ZIP=-0.909, Synergy_Bliss=0.721, Synergy_Loewe=-2.32, Synergy_HSA=2.01. (6) Drug 1: CS(=O)(=O)C1=CC(=C(C=C1)C(=O)NC2=CC(=C(C=C2)Cl)C3=CC=CC=N3)Cl. Drug 2: C1=CC(=CC=C1CC(C(=O)O)N)N(CCCl)CCCl.Cl. Cell line: MDA-MB-435. Synergy scores: CSS=-10.6, Synergy_ZIP=6.41, Synergy_Bliss=3.70, Synergy_Loewe=-5.98, Synergy_HSA=-4.52. (7) Drug 1: C1CC(C1)(C(=O)O)C(=O)O.[NH2-].[NH2-].[Pt+2]. Cell line: EKVX. Drug 2: C1=NNC2=C1C(=O)NC=N2. Synergy scores: CSS=0.516, Synergy_ZIP=0.667, Synergy_Bliss=1.84, Synergy_Loewe=-6.71, Synergy_HSA=-4.18. (8) Drug 1: C1=CC(=C2C(=C1NCCNCCO)C(=O)C3=C(C=CC(=C3C2=O)O)O)NCCNCCO. Drug 2: C1CN1P(=S)(N2CC2)N3CC3. Cell line: UACC-257. Synergy scores: CSS=2.95, Synergy_ZIP=-2.81, Synergy_Bliss=-3.06, Synergy_Loewe=-3.03, Synergy_HSA=-2.94. (9) Drug 1: CC1C(C(CC(O1)OC2CC(CC3=C2C(=C4C(=C3O)C(=O)C5=C(C4=O)C(=CC=C5)OC)O)(C(=O)C)O)N)O.Cl. Drug 2: CC(C)CN1C=NC2=C1C3=CC=CC=C3N=C2N. Cell line: SR. Synergy scores: CSS=58.1, Synergy_ZIP=3.45, Synergy_Bliss=5.22, Synergy_Loewe=-8.35, Synergy_HSA=6.13.